From a dataset of Catalyst prediction with 721,799 reactions and 888 catalyst types from USPTO. Predict which catalyst facilitates the given reaction. (1) Reactant: [CH:1]([N:4]([CH3:27])[C:5]1[C:6](OS(C(F)(F)F)(=O)=O)=[N:7][C:8]2[C:13]([N:14]=1)=[CH:12][C:11]([C:15]([O:17][CH3:18])=[O:16])=[CH:10][CH:9]=2)([CH3:3])[CH3:2].CC1(C)C(C)(C)OB([C:36]2[CH:37]=[CH:38][C:39]3[S:43][CH:42]=[N:41][C:40]=3[CH:44]=2)O1.[O-]P([O-])([O-])=O.[K+].[K+].[K+]. Product: [S:43]1[C:39]2[CH:38]=[CH:37][C:36]([C:6]3[C:5]([N:4]([CH:1]([CH3:2])[CH3:3])[CH3:27])=[N:14][C:13]4[C:8](=[CH:9][CH:10]=[C:11]([C:15]([O:17][CH3:18])=[O:16])[CH:12]=4)[N:7]=3)=[CH:44][C:40]=2[N:41]=[CH:42]1. The catalyst class is: 70. (2) Reactant: C[Si](C)(C)CC[OH:5].[CH3:8][C:9]1([CH3:17])[CH2:15][C:14](=[O:16])[O:13][C:11](=[O:12])[CH2:10]1. Product: [CH3:8][C:9]([CH3:17])([CH2:15][C:14]([OH:13])=[O:16])[CH2:10][C:11]([OH:5])=[O:12]. The catalyst class is: 11. (3) Reactant: P(Cl)(Cl)(Cl)(Cl)[Cl:2].[CH3:7][C:8]([CH3:16])([C:13](=O)[CH3:14])[C:9]([O:11][CH3:12])=[O:10]. Product: [Cl:2][C:13](=[CH2:14])[C:8]([CH3:16])([CH3:7])[C:9]([O:11][CH3:12])=[O:10]. The catalyst class is: 59. (4) Reactant: [CH2:1]1[C:10]2[C:5](=[CH:6][CH:7]=[CH:8][CH:9]=2)[CH2:4][CH2:3][N:2]1[C:11]([C:13]1[CH:14]=[C:15]([CH:20]=[CH:21][C:22]=1OS(C(F)(F)F)(=O)=O)[C:16]([O:18][CH3:19])=[O:17])=[O:12].[B:31]1([B:31]2[O:36][CH2:35][C:34]([CH3:38])([CH3:37])[CH2:33][O:32]2)[O:36][CH2:35][C:34]([CH3:38])([CH3:37])[CH2:33][O:32]1.C([O-])(=O)C.[K+]. Product: [CH3:37][C:34]1([CH3:38])[CH2:35][O:36][B:31]([C:22]2[CH:21]=[CH:20][C:15]([C:16]([O:18][CH3:19])=[O:17])=[CH:14][C:13]=2[C:11]([N:2]2[CH2:3][CH2:4][C:5]3[C:10](=[CH:9][CH:8]=[CH:7][CH:6]=3)[CH2:1]2)=[O:12])[O:32][CH2:33]1. The catalyst class is: 109. (5) Reactant: [F:1][C:2]([F:33])([F:32])[C:3]1[CH:4]=[C:5]([C:9]#[C:10][C:11]2[N:15]3[CH:16]=[CH:17][CH:18]=[CH:19][C:14]3=[N:13][C:12]=2[CH2:20][O:21][C:22]2[CH:31]=[CH:30][CH:29]=[CH:28][C:23]=2[C:24](OC)=[O:25])[CH:6]=[CH:7][CH:8]=1.COCCO[AlH2-]OCCOC.[Na+].O.[OH-].[Na+]. Product: [F:33][C:2]([F:1])([F:32])[C:3]1[CH:4]=[C:5]([C:9]#[C:10][C:11]2[N:15]3[CH:16]=[CH:17][CH:18]=[CH:19][C:14]3=[N:13][C:12]=2[CH2:20][O:21][C:22]2[CH:31]=[CH:30][CH:29]=[CH:28][C:23]=2[CH2:24][OH:25])[CH:6]=[CH:7][CH:8]=1. The catalyst class is: 54. (6) Reactant: [F:1][C:2]1[CH:7]=[C:6]([CH:8]([CH3:17])[CH2:9][CH2:10][CH:11]([S:13]([NH2:16])(=[O:15])=[O:14])[CH3:12])[CH:5]=[CH:4][C:3]=1[C:18]1[CH:23]=[CH:22][C:21]([NH2:24])=[C:20]([N+:25]([O-])=O)[CH:19]=1. Product: [F:1][C:2]1[CH:7]=[C:6]([CH:8]([CH3:17])[CH2:9][CH2:10][CH:11]([S:13]([NH2:16])(=[O:15])=[O:14])[CH3:12])[CH:5]=[CH:4][C:3]=1[C:18]1[CH:23]=[CH:22][C:21]([NH2:24])=[C:20]([NH2:25])[CH:19]=1. The catalyst class is: 19. (7) Reactant: [C:1]1([S:7][C:8]2[CH:13]=[CH:12][CH:11]=[CH:10][CH:9]=2)[CH:6]=[CH:5][CH:4]=[CH:3][CH:2]=1.Cl[O-].[Na+].S([O-])([O-])=[O:18].[Na+].[Na+].[OH2:23]. Product: [C:8]1([S:7]([C:1]2[CH:2]=[CH:3][CH:4]=[CH:5][CH:6]=2)=[O:18])[CH:9]=[CH:10][CH:11]=[CH:12][CH:13]=1.[C:8]1([S:7]([C:1]2[CH:2]=[CH:3][CH:4]=[CH:5][CH:6]=2)(=[O:18])=[O:23])[CH:9]=[CH:10][CH:11]=[CH:12][CH:13]=1. The catalyst class is: 216. (8) Reactant: [F:1][C:2]1[CH:3]=[C:4]([C@H:9]2[N:14]([CH2:15][C:16]([OH:18])=O)[C:13](=[O:19])[C:12]([CH3:21])([CH3:20])[C:11](=[O:22])[CH2:10]2)[CH:5]=[C:6]([F:8])[CH:7]=1.[NH2:23][C:24]1[CH:25]=[C:26]2[C:39](=[CH:40][CH:41]=1)[CH2:38][C@:28]1([C:36]3[C:31](=[N:32][CH:33]=[CH:34][CH:35]=3)[NH:30][C:29]1=[O:37])[CH2:27]2.C1C=CC2N(O)N=NC=2C=1.C(Cl)CCl. The catalyst class is: 3. Product: [F:1][C:2]1[CH:3]=[C:4]([C@H:9]2[N:14]([CH2:15][C:16]([NH:23][C:24]3[CH:25]=[C:26]4[C:39](=[CH:40][CH:41]=3)[CH2:38][C@:28]3([C:36]5[C:31](=[N:32][CH:33]=[CH:34][CH:35]=5)[NH:30][C:29]3=[O:37])[CH2:27]4)=[O:18])[C:13](=[O:19])[C:12]([CH3:20])([CH3:21])[C:11](=[O:22])[CH2:10]2)[CH:5]=[C:6]([F:8])[CH:7]=1. (9) Reactant: [H-].[Na+].[Br:3][C:4]1[CH:9]=[CH:8][C:7]([CH2:10][CH2:11][OH:12])=[C:6]([CH3:13])[CH:5]=1.[C:14]([C:16]1[CH:17]=[C:18]([NH:27][C:28](=O)[O:29]C2C=CC=CC=2)[CH:19]=[CH:20][C:21]=1[S:22]([CH2:25][CH3:26])(=[O:24])=[O:23])#[N:15]. Product: [C:14]([C:16]1[CH:17]=[C:18]([NH:27][C:28](=[O:29])[O:12][CH2:11][CH2:10][C:7]2[CH:8]=[CH:9][C:4]([Br:3])=[CH:5][C:6]=2[CH3:13])[CH:19]=[CH:20][C:21]=1[S:22]([CH2:25][CH3:26])(=[O:24])=[O:23])#[N:15]. The catalyst class is: 1. (10) Reactant: [F:1][C:2]1([F:18])[C@H:6]([OH:7])[C@@H:5]([CH2:8][OH:9])[O:4][C@H:3]1[N:10]1[CH:17]=[CH:16][C:14]([NH2:15])=[N:13][C:11]1=[O:12].[ClH:19]. Product: [ClH:19].[F:18][C:2]1([F:1])[C@H:6]([OH:7])[C@@H:5]([CH2:8][OH:9])[O:4][C@H:3]1[N:10]1[CH:17]=[CH:16][C:14]([NH2:15])=[N:13][C:11]1=[O:12]. The catalyst class is: 8.